From a dataset of Peptide-MHC class II binding affinity with 134,281 pairs from IEDB. Regression. Given a peptide amino acid sequence and an MHC pseudo amino acid sequence, predict their binding affinity value. This is MHC class II binding data. (1) The peptide sequence is YDKFLANISTVLTGK. The MHC is DRB3_0202 with pseudo-sequence DRB3_0202. The binding affinity (normalized) is 0.979. (2) The peptide sequence is NDVSTYASGKVWGQK. The MHC is HLA-DPA10201-DPB10501 with pseudo-sequence HLA-DPA10201-DPB10501. The binding affinity (normalized) is 0.0490.